From a dataset of Reaction yield outcomes from USPTO patents with 853,638 reactions. Predict the reaction yield, written as a fraction of the theoretical maximum amount of product (1.0 means a 100% yield; for example, 0.34 means a 34% yield). (1) The reactants are [CH:1]1([N:4]([CH:8]2[C:17]3[C:12](=[CH:13][CH:14]=[CH:15][CH:16]=3)[NH:11][CH:10]([CH3:18])[CH2:9]2)[C:5](=[O:7])[CH3:6])[CH2:3][CH2:2]1.[CH3:19][O:20][C:21]1[CH:29]=[CH:28][C:24]([C:25](Cl)=[O:26])=[CH:23][CH:22]=1.CCN(C(C)C)C(C)C. The product is [CH:1]1([N:4]([CH:8]2[C:17]3[C:12](=[CH:13][CH:14]=[CH:15][CH:16]=3)[N:11]([C:25](=[O:26])[C:24]3[CH:28]=[CH:29][C:21]([O:20][CH3:19])=[CH:22][CH:23]=3)[CH:10]([CH3:18])[CH2:9]2)[C:5](=[O:7])[CH3:6])[CH2:2][CH2:3]1. The catalyst is C(Cl)Cl. The yield is 0.680. (2) The reactants are [H-].[Na+].[CH3:3][C:4]1[CH:5]=[C:6]2[C:10](=[CH:11][CH:12]=1)[NH:9][C:8](=[O:13])[C:7]12[C:17]2=[CH:18][C:19]3[O:23][CH2:22][O:21][C:20]=3[CH:24]=[C:16]2[O:15][CH2:14]1.Br[CH2:26][C:27]1[O:28][C:29]([C:32]([F:35])([F:34])[F:33])=[CH:30][CH:31]=1. The catalyst is CN(C)C=O. The product is [CH3:3][C:4]1[CH:5]=[C:6]2[C:10](=[CH:11][CH:12]=1)[N:9]([CH2:26][C:27]1[O:28][C:29]([C:32]([F:35])([F:34])[F:33])=[CH:30][CH:31]=1)[C:8](=[O:13])[C:7]12[C:17]2=[CH:18][C:19]3[O:23][CH2:22][O:21][C:20]=3[CH:24]=[C:16]2[O:15][CH2:14]1. The yield is 0.770. (3) The reactants are [OH:1][C:2]1[CH:7]=[CH:6][C:5]([C:8]([C:10]2[CH:15]=[CH:14][C:13]([OH:16])=[CH:12][CH:11]=2)=O)=[CH:4][CH:3]=1.[OH:17][CH2:18][CH2:19][O:20][CH2:21][CH2:22][O:23][C:24]1[CH:25]=[C:26]([C:32](=O)[CH2:33][CH3:34])[CH:27]=[CH:28][C:29]=1[O:30][CH3:31]. No catalyst specified. The product is [OH:17][CH2:18][CH2:19][O:20][CH2:21][CH2:22][O:23][C:24]1[CH:25]=[C:26]([C:32]([CH2:33][CH3:34])=[C:8]([C:10]2[CH:15]=[CH:14][C:13]([OH:16])=[CH:12][CH:11]=2)[C:5]2[CH:6]=[CH:7][C:2]([OH:1])=[CH:3][CH:4]=2)[CH:27]=[CH:28][C:29]=1[O:30][CH3:31]. The yield is 0.930. (4) The reactants are COC1C=CC(C[N:8]2[C:16]3[C:11](=[C:12]4[S:19][CH:18]=[N:17][C:13]4=[CH:14][CH:15]=3)[C:10]3([C:31]4[C:22](=[CH:23][C:24]5[O:29][CH2:28][CH2:27][O:26][C:25]=5[CH:30]=4)[O:21][CH2:20]3)[C:9]2=[O:32])=CC=1.FC(F)(F)S(O)(=O)=O. The catalyst is ClCCl.FC(F)(F)C(O)=O. The product is [S:19]1[C:12]2=[C:11]3[C:16](=[CH:15][CH:14]=[C:13]2[N:17]=[CH:18]1)[NH:8][C:9](=[O:32])[C:10]13[C:31]2[C:22](=[CH:23][C:24]3[O:29][CH2:28][CH2:27][O:26][C:25]=3[CH:30]=2)[O:21][CH2:20]1. The yield is 0.440. (5) The reactants are [CH:1]1([C:4]2[C:5]([N:26]([CH2:31][C:32]3[CH:37]=[CH:36][C:35]([O:38][CH3:39])=[CH:34][CH:33]=3)[S:27]([CH3:30])(=[O:29])=[O:28])=[CH:6][C:7]3[O:11][C:10]([C:12]4[CH:17]=[CH:16][C:15]([F:18])=[CH:14][CH:13]=4)=[C:9]([C:19]4[NH:23][C:22](=[O:24])[O:21][N:20]=4)[C:8]=3[CH:25]=2)[CH2:3][CH2:2]1.Br[CH2:41][CH2:42][Cl:43].N12CCCN=C1CCCCC2. The catalyst is CN(C)C=O. The product is [Cl:43][CH2:42][CH2:41][N:23]1[C:22](=[O:24])[O:21][N:20]=[C:19]1[C:9]1[C:8]2[CH:25]=[C:4]([CH:1]3[CH2:3][CH2:2]3)[C:5]([N:26]([CH2:31][C:32]3[CH:33]=[CH:34][C:35]([O:38][CH3:39])=[CH:36][CH:37]=3)[S:27]([CH3:30])(=[O:29])=[O:28])=[CH:6][C:7]=2[O:11][C:10]=1[C:12]1[CH:17]=[CH:16][C:15]([F:18])=[CH:14][CH:13]=1. The yield is 1.00. (6) The reactants are [Cl:1][C:2]1[CH:7]=[C:6](B2OC(C)(C)C(C)(C)O2)[CH:5]=[CH:4][C:3]=1[NH:17][C:18](=[O:24])[O:19][C:20]([CH3:23])([CH3:22])[CH3:21].C([O-])([O-])=O.[Na+].[Na+].Cl[C:32]1[CH:37]=[N:36][CH:35]=[C:34]([CH3:38])[N:33]=1. The catalyst is C1C=CC([P]([Pd]([P](C2C=CC=CC=2)(C2C=CC=CC=2)C2C=CC=CC=2)([P](C2C=CC=CC=2)(C2C=CC=CC=2)C2C=CC=CC=2)[P](C2C=CC=CC=2)(C2C=CC=CC=2)C2C=CC=CC=2)(C2C=CC=CC=2)C2C=CC=CC=2)=CC=1. The product is [Cl:1][C:2]1[CH:7]=[C:6]([C:32]2[CH:37]=[N:36][CH:35]=[C:34]([CH3:38])[N:33]=2)[CH:5]=[CH:4][C:3]=1[NH:17][C:18](=[O:24])[O:19][C:20]([CH3:21])([CH3:22])[CH3:23]. The yield is 0.380.